From a dataset of Reaction yield outcomes from USPTO patents with 853,638 reactions. Predict the reaction yield, written as a fraction of the theoretical maximum amount of product (1.0 means a 100% yield; for example, 0.34 means a 34% yield). (1) The reactants are [NH:1]1[CH2:9][CH2:8][CH2:7][CH:3]([C:4]([NH2:6])=[O:5])[CH2:2]1.[C:10](O[C:10]([O:12][C:13]([CH3:16])([CH3:15])[CH3:14])=[O:11])([O:12][C:13]([CH3:16])([CH3:15])[CH3:14])=[O:11]. The catalyst is C1COCC1. The product is [C:13]([O:12][C:10]([N:1]1[CH2:9][CH2:8][CH2:7][C@@H:3]([C:4]([NH2:6])=[O:5])[CH2:2]1)=[O:11])([CH3:16])([CH3:15])[CH3:14]. The yield is 0.210. (2) The reactants are [F:1][C:2]1[C:10]2[O:9][C:8]([C:11](OCC)=[O:12])=[CH:7][C:6]=2[CH:5]=[CH:4][CH:3]=1.[H-].[Al+3].[Li+].[H-].[H-].[H-].O.O.O.O.O.O.O.O.O.O.S([O-])([O-])(=O)=O.[Na+].[Na+]. The catalyst is O1CCCC1. The product is [F:1][C:2]1[C:10]2[O:9][C:8]([CH2:11][OH:12])=[CH:7][C:6]=2[CH:5]=[CH:4][CH:3]=1. The yield is 0.810. (3) The reactants are O1CCCC1.[O:6]([CH2:13][C:14]1[CH:19]=[CH:18][C:17]([CH2:20][C:21](Cl)=[N:22][OH:23])=[CH:16][CH:15]=1)[C:7]1[CH:12]=[CH:11][CH:10]=[CH:9][CH:8]=1.[C:25]([C:27]1[C:28]([NH2:33])=[N:29][CH:30]=[CH:31][CH:32]=1)#[CH:26].C(N(CC)CC)C. The catalyst is O. The product is [O:6]([CH2:13][C:14]1[CH:19]=[CH:18][C:17]([CH2:20][C:21]2[CH:26]=[C:25]([C:27]3[C:28]([NH2:33])=[N:29][CH:30]=[CH:31][CH:32]=3)[O:23][N:22]=2)=[CH:16][CH:15]=1)[C:7]1[CH:12]=[CH:11][CH:10]=[CH:9][CH:8]=1. The yield is 0.200. (4) The reactants are [CH3:1][C:2]1[CH:7]=[CH:6][CH:5]=[CH:4][C:3]=1B(O)O.Br[C:12]1[CH:18]=[CH:17][CH:16]=[CH:15][C:13]=1[NH2:14].C1(P(C2C=CC=CC=2)C2C=CC=CC=2)C=CC=CC=1.C(=O)([O-])[O-].[K+].[K+]. The catalyst is C([O-])(=O)C.[Pd+2].C([O-])(=O)C.COCCOC. The product is [NH2:14][C:13]1[CH:15]=[CH:16][CH:17]=[CH:18][C:12]=1[C:3]1[CH:4]=[CH:5][CH:6]=[CH:7][C:2]=1[CH3:1]. The yield is 0.848. (5) The reactants are [Br:1][C:2]1[CH:7]=[CH:6][C:5]([C:8]2([C:11]([OH:13])=O)[CH2:10][CH2:9]2)=[CH:4][CH:3]=1.O[N:15]1C2C=CC=CC=2N=[N:16]1.[CH2:24](N(CC)CC)C.Cl.C(N=C=N[CH2:37][CH2:38][CH2:39]N(C)C)C.[C:43](=[O:46])([O-])[OH:44].[Na+]. The catalyst is CN(C)C=O. The product is [Br:1][C:2]1[CH:3]=[CH:4][C:5]([C:8]2([C:11]([NH:15][NH:16][C:43]([O:44][C:38]([CH3:37])([CH3:39])[CH3:24])=[O:46])=[O:13])[CH2:9][CH2:10]2)=[CH:6][CH:7]=1. The yield is 0.950. (6) The reactants are [F:1][C:2]1[C:3]([O:24][CH3:25])=[C:4]([C:18]2[CH:19]=[N:20][CH:21]=[CH:22][CH:23]=2)[CH:5]=[C:6]([NH:8][C:9](=[O:17])OC2C=CC=CC=2)[CH:7]=1.[CH3:26][O:27][C:28]1[CH:29]=[C:30]2[C:34](=[CH:35][C:36]=1[C:37]([F:40])([F:39])[F:38])[NH:33][CH2:32][CH2:31]2. No catalyst specified. The product is [F:1][C:2]1[C:3]([O:24][CH3:25])=[C:4]([C:18]2[CH:19]=[N:20][CH:21]=[CH:22][CH:23]=2)[CH:5]=[C:6]([NH:8][C:9]([N:33]2[C:34]3[C:30](=[CH:29][C:28]([O:27][CH3:26])=[C:36]([C:37]([F:39])([F:40])[F:38])[CH:35]=3)[CH2:31][CH2:32]2)=[O:17])[CH:7]=1. The yield is 0.530. (7) The reactants are F[C:2]1[CH:10]=[CH:9][C:5]([C:6]([OH:8])=[O:7])=[CH:4][C:3]=1[N+:11]([O-:13])=[O:12].C(=O)(O)[O-].[Na+].[CH2:19]([NH2:21])[CH3:20]. No catalyst specified. The product is [CH2:19]([NH:21][C:2]1[CH:10]=[CH:9][C:5]([C:6]([OH:8])=[O:7])=[CH:4][C:3]=1[N+:11]([O-:13])=[O:12])[CH3:20]. The yield is 0.770. (8) The reactants are Cl[C:2]1[N:3]=[C:4]([N:21]2[CH2:26][CH2:25][O:24][CH2:23][CH2:22]2)[C:5]2[S:10][C:9]([CH2:11][N:12]3[CH2:17][CH2:16][CH:15]([N:18]([CH3:20])[CH3:19])[CH2:14][CH2:13]3)=[CH:8][C:6]=2[N:7]=1.[S:27]1[CH:31]=[C:30](B(O)O)[C:29]2[CH:35]=[CH:36][CH:37]=[CH:38][C:28]1=2.C(=O)([O-])[O-].[Na+].[Na+]. The catalyst is C1C=CC(P(C2C=CC=CC=2)[C-]2C=CC=C2)=CC=1.C1C=CC(P(C2C=CC=CC=2)[C-]2C=CC=C2)=CC=1.Cl[Pd]Cl.[Fe+2].C(#N)C. The product is [S:27]1[CH:31]=[C:30]([C:2]2[N:3]=[C:4]([N:21]3[CH2:26][CH2:25][O:24][CH2:23][CH2:22]3)[C:5]3[S:10][C:9]([CH2:11][N:12]4[CH2:17][CH2:16][CH:15]([N:18]([CH3:20])[CH3:19])[CH2:14][CH2:13]4)=[CH:8][C:6]=3[N:7]=2)[C:29]2[CH:35]=[CH:36][CH:37]=[CH:38][C:28]1=2. The yield is 0.482. (9) The reactants are [F:1][C:2]1[CH:9]=[CH:8][CH:7]=[CH:6][C:3]=1[CH:4]=[CH2:5].C(O)(=[O:12])C.BrN1C(=O)CCC1=O.C(=O)([O-])[O-].[Na+].[Na+].[OH-].[Na+]. The catalyst is O1CCOCC1.O. The product is [F:1][C:2]1[CH:9]=[CH:8][CH:7]=[CH:6][C:3]=1[CH:4]1[CH2:5][O:12]1. The yield is 0.940. (10) The reactants are [NH2:1][C:2]1[CH:7]=[C:6]([Cl:8])[CH:5]=[C:4]([N+:9]([O-:11])=[O:10])[C:3]=1[OH:12].CN([CH:16]=[O:17])C.[C:18]([O-])([O-])=O.[K+].[K+]. No catalyst specified. The product is [Cl:8][C:6]1[CH:5]=[C:4]([N+:9]([O-:11])=[O:10])[C:3]2[O:12][CH2:18][C:16](=[O:17])[NH:1][C:2]=2[CH:7]=1. The yield is 0.190.